The task is: Predict the product of the given reaction.. This data is from Forward reaction prediction with 1.9M reactions from USPTO patents (1976-2016). Given the reactants [Cl:1][C:2]1[CH:17]=[CH:16][C:5]2[N:6]([CH2:12][CH:13]3[CH2:15][CH2:14]3)[CH:7]=[N:8][S:9](=[O:11])(=[O:10])[C:4]=2[CH:3]=1.[BH4-].[Na+], predict the reaction product. The product is: [Cl:1][C:2]1[CH:17]=[CH:16][C:5]2[N:6]([CH2:12][CH:13]3[CH2:14][CH2:15]3)[CH2:7][NH:8][S:9](=[O:11])(=[O:10])[C:4]=2[CH:3]=1.